Dataset: Experimentally validated miRNA-target interactions with 360,000+ pairs, plus equal number of negative samples. Task: Binary Classification. Given a miRNA mature sequence and a target amino acid sequence, predict their likelihood of interaction. (1) The miRNA is hsa-miR-518a-5p with sequence CUGCAAAGGGAAGCCCUUUC. The protein sequence of the target gene is MLGAMFRAGTPMPPNLNSQGGGHYFIDRDGKAFRHILNFLRLGRLDLPRGYGETALLRAEADFYQIRPLLDALRELEASQGTPAPTAALLHADVDVSPRLVHFSARRGPHHYELSSVQVDTFRANLFCTDSECLGALRARFGVASGDRAEGSPHFHLEWAPRPVELPEVEYGRLGLQPLWTGGPGERREVVGTPSFLEEVLRVALEHGFRLDSVFPDPEDLLNSRSLRFVRH. Result: 1 (interaction). (2) The miRNA is mmu-miR-182-5p with sequence UUUGGCAAUGGUAGAACUCACACCG. The protein sequence of the target gene is MTKFQEAVTFKDVAVAFTEEELGLLDSAQRKLYRDVMLENFRNLVSVGHQSFKPDMISQLEREEKLWMKELQTQRGKHSGDRNQNEMATLHKAGLRCFSLGELSCWQIKRHIASKLARSQDSMINIEGKSSQFPKHHDSPCQVGAGESIQASVDDNCLVNHIGDHSSIIENQEFPTGKVPNSWSKIYLNETQNYQRSCKQTQMKNKLCIFAPYVDIFSCISHHHDDNIVHKRDKVHSNSDCGKDTLKVSPLTQRSIHTGQKTYQGNECEEAFNDSSSLELHKQVHLGKKSPACSTHEKDT.... Result: 0 (no interaction). (3) The miRNA is hsa-miR-155-3p with sequence CUCCUACAUAUUAGCAUUAACA. The protein sequence of the target gene is MEGSRPRAPSGHLAPSPPAFDGELDLQRYSNGPAVSAGSLGMGAVSWSESRAGERRFPCPVCGKRFRFNSILALHLRAHPGAQAFQCPHCGHRAAQRALLRSHLRTHQPERPRSPAARLLLELEERALLREARLGRARSSGGMQATPATEGLARPQAPSSSAFRCPYCKGKFRTSAERERHLHILHRPWKCGLCSFGSSQEEELLHHSLTAHGAPERPLAATSAAPPPQPQPQPPPQPEPRSVPQPEPEPEPEREATPTPAPAAPEEPPAPPEFRCQVCGQSFTQSWFLKGHMRKHKASF.... Result: 0 (no interaction). (4) The miRNA is hsa-miR-6816-5p with sequence UGGGGCGGGGCAGGUCCCUGC. The protein sequence of the target gene is MLSLKLPRLFRIDQVPQVFHEQGILFGYRHPQSSATACILSLFQMTNETLNIWTHLLPFWFFVWRFMTALYVTDIQNDSYSWPMLVYMCTSCVYPLASSCAHTFSSMSKNARHICYFLDYGAVNLFSLGSAIAYSAYTFPDALVCSTFHECYVALAVLNTILSTGLSCYSRFLELQKPRLCKLLRVLAFAYPYTWDSLPIFYRLFLFPGESSRNEAMLYHQKHMGMTLLASFFYSAHLPERLAPGRFDYIGHSHQLFHVCVILATHLQMEAILLDKTLRREWLLATSRPFSFPQIAAAML.... Result: 0 (no interaction).